Dataset: NCI-60 drug combinations with 297,098 pairs across 59 cell lines. Task: Regression. Given two drug SMILES strings and cell line genomic features, predict the synergy score measuring deviation from expected non-interaction effect. (1) Cell line: TK-10. Drug 2: CC1C(C(=O)NC(C(=O)N2CCCC2C(=O)N(CC(=O)N(C(C(=O)O1)C(C)C)C)C)C(C)C)NC(=O)C3=C4C(=C(C=C3)C)OC5=C(C(=O)C(=C(C5=N4)C(=O)NC6C(OC(=O)C(N(C(=O)CN(C(=O)C7CCCN7C(=O)C(NC6=O)C(C)C)C)C)C(C)C)C)N)C. Drug 1: C1CCC(C1)C(CC#N)N2C=C(C=N2)C3=C4C=CNC4=NC=N3. Synergy scores: CSS=16.9, Synergy_ZIP=5.39, Synergy_Bliss=13.5, Synergy_Loewe=11.1, Synergy_HSA=11.6. (2) Drug 1: CC1C(C(CC(O1)OC2CC(CC3=C2C(=C4C(=C3O)C(=O)C5=C(C4=O)C(=CC=C5)OC)O)(C(=O)CO)O)N)O.Cl. Drug 2: CC1=C(C(=O)C2=C(C1=O)N3CC4C(C3(C2COC(=O)N)OC)N4)N. Cell line: MDA-MB-231. Synergy scores: CSS=11.1, Synergy_ZIP=-5.12, Synergy_Bliss=-0.366, Synergy_Loewe=1.55, Synergy_HSA=2.13. (3) Drug 1: CC1=C2C(C(=O)C3(C(CC4C(C3C(C(C2(C)C)(CC1OC(=O)C(C(C5=CC=CC=C5)NC(=O)OC(C)(C)C)O)O)OC(=O)C6=CC=CC=C6)(CO4)OC(=O)C)OC)C)OC. Drug 2: C1=CC(=CC=C1CCCC(=O)O)N(CCCl)CCCl. Cell line: KM12. Synergy scores: CSS=38.3, Synergy_ZIP=-2.81, Synergy_Bliss=-4.31, Synergy_Loewe=-14.6, Synergy_HSA=-2.11. (4) Drug 1: C1CN1P(=S)(N2CC2)N3CC3. Drug 2: C1CN(CCN1C(=O)CCBr)C(=O)CCBr. Cell line: TK-10. Synergy scores: CSS=6.85, Synergy_ZIP=-2.65, Synergy_Bliss=0.812, Synergy_Loewe=-1.72, Synergy_HSA=0.853. (5) Drug 1: CS(=O)(=O)CCNCC1=CC=C(O1)C2=CC3=C(C=C2)N=CN=C3NC4=CC(=C(C=C4)OCC5=CC(=CC=C5)F)Cl. Drug 2: CN(C(=O)NC(C=O)C(C(C(CO)O)O)O)N=O. Cell line: A549. Synergy scores: CSS=-0.295, Synergy_ZIP=0.116, Synergy_Bliss=1.85, Synergy_Loewe=0.0176, Synergy_HSA=0.0176. (6) Drug 1: C1CCN(CC1)CCOC2=CC=C(C=C2)C(=O)C3=C(SC4=C3C=CC(=C4)O)C5=CC=C(C=C5)O. Drug 2: C1=CC=C(C(=C1)C(C2=CC=C(C=C2)Cl)C(Cl)Cl)Cl. Cell line: SF-295. Synergy scores: CSS=3.26, Synergy_ZIP=-0.933, Synergy_Bliss=0.780, Synergy_Loewe=0.0182, Synergy_HSA=-0.196.